This data is from NCI-60 drug combinations with 297,098 pairs across 59 cell lines. The task is: Regression. Given two drug SMILES strings and cell line genomic features, predict the synergy score measuring deviation from expected non-interaction effect. (1) Drug 1: CN(C)C1=NC(=NC(=N1)N(C)C)N(C)C. Drug 2: CN(C(=O)NC(C=O)C(C(C(CO)O)O)O)N=O. Cell line: SN12C. Synergy scores: CSS=-1.75, Synergy_ZIP=-1.01, Synergy_Bliss=-4.15, Synergy_Loewe=-5.46, Synergy_HSA=-4.92. (2) Drug 1: C1CC(C1)(C(=O)O)C(=O)O.[NH2-].[NH2-].[Pt+2]. Drug 2: CN1C2=C(C=C(C=C2)N(CCCl)CCCl)N=C1CCCC(=O)O.Cl. Cell line: M14. Synergy scores: CSS=2.81, Synergy_ZIP=-0.275, Synergy_Bliss=0.562, Synergy_Loewe=0.181, Synergy_HSA=0.196. (3) Drug 1: C1=CC(=C2C(=C1NCCNCCO)C(=O)C3=C(C=CC(=C3C2=O)O)O)NCCNCCO. Drug 2: CS(=O)(=O)CCNCC1=CC=C(O1)C2=CC3=C(C=C2)N=CN=C3NC4=CC(=C(C=C4)OCC5=CC(=CC=C5)F)Cl. Cell line: MCF7. Synergy scores: CSS=41.5, Synergy_ZIP=9.02, Synergy_Bliss=10.1, Synergy_Loewe=-4.04, Synergy_HSA=9.10. (4) Drug 1: CC12CCC3C(C1CCC2=O)CC(=C)C4=CC(=O)C=CC34C. Drug 2: CC=C1C(=O)NC(C(=O)OC2CC(=O)NC(C(=O)NC(CSSCCC=C2)C(=O)N1)C(C)C)C(C)C. Cell line: HOP-62. Synergy scores: CSS=73.5, Synergy_ZIP=-1.22, Synergy_Bliss=-2.33, Synergy_Loewe=-2.47, Synergy_HSA=0.663.